Dataset: Full USPTO retrosynthesis dataset with 1.9M reactions from patents (1976-2016). Task: Predict the reactants needed to synthesize the given product. (1) Given the product [CH3:20][N:17]1[C:7]2[C:8](=[O:16])[C:9]3[CH:10]=[C:11]([CH3:15])[CH:12]=[CH:13][C:14]=3[N:5]([CH2:3][CH2:4][S:22][CH3:21])[C:6]=2[CH:19]=[N:18]1, predict the reactants needed to synthesize it. The reactants are: [H-].[Na+].[CH2:3]([N:5]1[C:14]2[CH:13]=[CH:12][C:11]([CH3:15])=[CH:10][C:9]=2[C:8](=[O:16])[C:7]2[N:17]([CH3:20])[N:18]=[CH:19][C:6]1=2)[CH3:4].[CH3:21][S:22]CCl. (2) Given the product [CH2:1]([O:8][N:9]1[C:15](=[O:16])[N:14]2[CH2:17][C@H:10]1[CH2:11][CH2:12][C@H:13]2[C:18]([NH:22][NH:21][C:23]([C@@H:25]1[CH2:30][CH2:29][CH2:28][CH2:27][N:26]1[C:31]([O:33][C:34]([CH3:37])([CH3:36])[CH3:35])=[O:32])=[O:24])=[O:20])[C:2]1[CH:3]=[CH:4][CH:5]=[CH:6][CH:7]=1, predict the reactants needed to synthesize it. The reactants are: [CH2:1]([O:8][N:9]1[C:15](=[O:16])[N:14]2[CH2:17][C@H:10]1[CH2:11][CH2:12][C@H:13]2[C:18]([OH:20])=O)[C:2]1[CH:7]=[CH:6][CH:5]=[CH:4][CH:3]=1.[NH:21]([C:23]([C@@H:25]1[CH2:30][CH2:29][CH2:28][CH2:27][N:26]1[C:31]([O:33][C:34]([CH3:37])([CH3:36])[CH3:35])=[O:32])=[O:24])[NH2:22].ON1C2C=CC=CC=2N=N1.Cl.C(N=C=NCCCN(C)C)C. (3) Given the product [F:16][C:13]1[CH:14]=[CH:15][C:9]2[N:8]([C:17]3[CH:22]=[CH:21][CH:20]=[CH:19][C:18]=3[F:23])[S:7](=[O:25])(=[O:24])[N:6]([CH2:5][CH2:4][CH2:3][CH2:2][NH:29][CH:26]3[CH2:28][CH2:27]3)[CH2:11][C:10]=2[CH:12]=1, predict the reactants needed to synthesize it. The reactants are: Br[CH2:2][CH2:3][CH2:4][CH2:5][N:6]1[CH2:11][C:10]2[CH:12]=[C:13]([F:16])[CH:14]=[CH:15][C:9]=2[N:8]([C:17]2[CH:22]=[CH:21][CH:20]=[CH:19][C:18]=2[F:23])[S:7]1(=[O:25])=[O:24].[CH:26]1([NH2:29])[CH2:28][CH2:27]1.Cl. (4) The reactants are: [Cl:1][C:2]1[C:11]2[C:6](=[CH:7][C:8]([C:12]3[CH:17]=[CH:16][C:15]([O:18]C)=[C:14]([F:20])[CH:13]=3)=[CH:9][CH:10]=2)[CH:5]=[CH:4][C:3]=1[OH:21].B(Br)(Br)Br. Given the product [Cl:1][C:2]1[C:11]2[C:6](=[CH:7][C:8]([C:12]3[CH:17]=[CH:16][C:15]([OH:18])=[C:14]([F:20])[CH:13]=3)=[CH:9][CH:10]=2)[CH:5]=[CH:4][C:3]=1[OH:21], predict the reactants needed to synthesize it. (5) Given the product [NH2:23][C:19]1[CH:18]=[C:17]([C:9]2[C:8]([C:6]3[CH:5]=[CH:4][N:3]=[C:2]([NH:37][C:36]4[CH:38]=[CH:39][CH:40]=[C:34]([CH2:33][N:31]([CH3:30])[CH3:32])[CH:35]=4)[N:7]=3)=[C:12]3[CH:13]=[CH:14][CH:15]=[CH:16][N:11]3[N:10]=2)[CH:22]=[CH:21][CH:20]=1, predict the reactants needed to synthesize it. The reactants are: Cl[C:2]1[N:7]=[C:6]([C:8]2[C:9]([C:17]3[CH:18]=[C:19]([NH:23]C(=O)C(F)(F)F)[CH:20]=[CH:21][CH:22]=3)=[N:10][N:11]3[CH:16]=[CH:15][CH:14]=[CH:13][C:12]=23)[CH:5]=[CH:4][N:3]=1.[CH3:30][N:31]([CH2:33][C:34]1[CH:35]=[C:36]([CH:38]=[CH:39][CH:40]=1)[NH2:37])[CH3:32].Cl.